Dataset: Catalyst prediction with 721,799 reactions and 888 catalyst types from USPTO. Task: Predict which catalyst facilitates the given reaction. (1) Product: [C:14]1([C:30](=[O:33])[C:31]#[CH:32])[C:27]2[C:28]3=[C:29]4[C:24](=[CH:25][CH:26]=2)[CH:23]=[CH:22][CH:21]=[C:20]4[CH:19]=[CH:18][C:17]3=[CH:16][CH:15]=1. The catalyst class is: 692. Reactant: CC(C)=O.OS(O)(=O)=O.O=[Cr](=O)=O.[C:14]1([CH:30]([OH:33])[C:31]#[CH:32])[C:27]2[C:28]3=[C:29]4[C:24](=[CH:25][CH:26]=2)[CH:23]=[CH:22][CH:21]=[C:20]4[CH:19]=[CH:18][C:17]3=[CH:16][CH:15]=1.[OH-].[Na+]. (2) Reactant: C(OC([N:7]1[CH2:12][CH:11]=[C:10]([C:13]2[C:14]([C:25]3[CH:30]=[CH:29][N:28]=[C:27]([NH:31][C@H:32]([C:34]4[CH:39]=[CH:38][CH:37]=[CH:36][CH:35]=4)[CH3:33])[CH:26]=3)=[C:15]([C:18]3[CH:23]=[CH:22][C:21]([F:24])=[CH:20][CH:19]=3)[NH:16][CH:17]=2)[CH2:9][CH2:8]1)=O)C=C.O1CCOCC1.N1CCCC1. Product: [F:24][C:21]1[CH:20]=[CH:19][C:18]([C:15]2[NH:16][CH:17]=[C:13]([C:10]3[CH2:11][CH2:12][NH:7][CH2:8][CH:9]=3)[C:14]=2[C:25]2[CH:30]=[CH:29][N:28]=[C:27]([NH:31][C@H:32]([C:34]3[CH:39]=[CH:38][CH:37]=[CH:36][CH:35]=3)[CH3:33])[CH:26]=2)=[CH:23][CH:22]=1. The catalyst class is: 6. (3) Reactant: [Cl:1][C:2]1[CH:3]=[C:4]([C:9]2([C:21]([F:24])([F:23])[F:22])[O:13][N:12]=[C:11]([C:14]3[CH:15]=[C:16]([NH2:20])[CH:17]=[CH:18][CH:19]=3)[CH2:10]2)[CH:5]=[C:6]([Cl:8])[CH:7]=1.N1C=CC=CC=1.[C:31]([C:33]1[CH:41]=[CH:40][C:36]([C:37](Cl)=[O:38])=[CH:35][CH:34]=1)#[N:32].C(=O)([O-])O.[Na+]. Product: [C:31]([C:33]1[CH:41]=[CH:40][C:36]([C:37]([NH:20][C:16]2[CH:17]=[CH:18][CH:19]=[C:14]([C:11]3[CH2:10][C:9]([C:4]4[CH:5]=[C:6]([Cl:8])[CH:7]=[C:2]([Cl:1])[CH:3]=4)([C:21]([F:22])([F:24])[F:23])[O:13][N:12]=3)[CH:15]=2)=[O:38])=[CH:35][CH:34]=1)#[N:32]. The catalyst class is: 7. (4) Reactant: [CH:1]([NH:4][C:5]([C:7]1[C:15]2[C:10](=[N:11][CH:12]=[C:13]([C:16]3[C:24]4[C:19](=[CH:20][C:21]([F:25])=[CH:22][CH:23]=4)[N:18]([CH:26]4[CH2:29][NH:28][CH2:27]4)[N:17]=3)[N:14]=2)[N:9](COCC[Si](C)(C)C)[CH:8]=1)=[O:6])([CH3:3])[CH3:2].C(O)(C(F)(F)F)=O.C(N)CN. Product: [CH:1]([NH:4][C:5]([C:7]1[C:15]2[C:10](=[N:11][CH:12]=[C:13]([C:16]3[C:24]4[C:19](=[CH:20][C:21]([F:25])=[CH:22][CH:23]=4)[N:18]([CH:26]4[CH2:27][NH:28][CH2:29]4)[N:17]=3)[N:14]=2)[NH:9][CH:8]=1)=[O:6])([CH3:3])[CH3:2]. The catalyst class is: 2. (5) Reactant: CC[C@H:3]1[C@@H:16]([OH:17])[C@@H:15]2[C@H:10]([CH2:11][CH2:12][C@:13]3([CH3:28])[C@@H:20]([C@@H:21]([CH2:23][CH2:24][C:25]([OH:27])=[O:26])[CH3:22])[CH2:19][CH2:18][C@H:14]32)[C@:9]2([CH3:29])[C@H:4]1[CH2:5][C@H:6]([OH:30])[CH2:7][CH2:8]2.O[C@@H:32]1CC[C@@]2(C)[C@H](CC(=O)[C@@H]3[C@@H]2CC[C@@]2(C)[C@H]3CC[C@@H]2[C@H](C)CCC(O)=O)C1.OS(O)(=O)=O. Product: [CH3:32][O:27][C:25](=[O:26])[CH2:24][CH2:23][C@H:21]([C@@H:20]1[C@:13]2([CH3:28])[C@H:14]([C@H:15]3[C@H:10]([CH2:11][CH2:12]2)[C@:9]2([CH3:29])[C@@H:4]([CH2:5][C@H:6]([OH:30])[CH2:7][CH2:8]2)[CH2:3][C:16]3=[O:17])[CH2:18][CH2:19]1)[CH3:22]. The catalyst class is: 5. (6) Reactant: [CH3:1][C:2]1[C:19]([CH2:20][C:21]2[C:30]3[C:25](=[CH:26][CH:27]=[CH:28][CH:29]=3)[CH:24]=[CH:23][CH:22]=2)=[C:5]2[N:6]=[C:7]([N:13]3[CH2:18][CH2:17][O:16][CH2:15][CH2:14]3)[CH:8]=[C:9]([C:10]([NH2:12])=O)[N:4]2[N:3]=1.S(Cl)(Cl)=O.O. Product: [CH3:1][C:2]1[C:19]([CH2:20][C:21]2[C:30]3[C:25](=[CH:26][CH:27]=[CH:28][CH:29]=3)[CH:24]=[CH:23][CH:22]=2)=[C:5]2[N:6]=[C:7]([N:13]3[CH2:18][CH2:17][O:16][CH2:15][CH2:14]3)[CH:8]=[C:9]([C:10]#[N:12])[N:4]2[N:3]=1. The catalyst class is: 9.